Predict the reaction yield, written as a fraction of the theoretical maximum amount of product (1.0 means a 100% yield; for example, 0.34 means a 34% yield). From a dataset of Reaction yield outcomes from USPTO patents with 853,638 reactions. (1) The reactants are [CH3:1][O:2][C:3]1[C:8]2[N:9]=[C:10]([NH2:12])[S:11][C:7]=2[CH:6]=[CH:5][CH:4]=1.[F:13][C:14]([F:25])([F:24])[C:15]1[CH:16]=[C:17]([CH:21]=[CH:22][CH:23]=1)[C:18](Cl)=[O:19].Br[CH:27]([CH2:32][CH3:33])[C:28]([O:30]C)=[O:29].FC1C2N=C(N)SC=2C=C(F)C=1.C1(C)C=CC(C(Cl)=O)=CC=1.BrCC(OCC)=O. No catalyst specified. The product is [CH3:1][O:2][C:3]1[C:8]2[N:9]([CH:27]([CH2:32][CH3:33])[C:28]([OH:30])=[O:29])[C:10](=[N:12][C:18](=[O:19])[C:17]3[CH:21]=[CH:22][CH:23]=[C:15]([C:14]([F:25])([F:24])[F:13])[CH:16]=3)[S:11][C:7]=2[CH:6]=[CH:5][CH:4]=1. The yield is 0.360. (2) The reactants are [F:1][C:2]1[CH:3]=[C:4]([CH:15]=[C:16]([F:23])[C:17]=1[NH:18][S:19]([CH3:22])(=[O:21])=[O:20])[CH2:5][NH:6][C:7]([C:9]1[S:10][C:11](Br)=[CH:12][CH:13]=1)=[O:8].[F:24][C:25]([F:36])([F:35])[C:26]1[CH:31]=[CH:30][C:29](B(O)O)=[CH:28][CH:27]=1.C([O-])([O-])=O.[Na+].[Na+].CCO. The catalyst is C1(C)C=CC=CC=1.CCOC(C)=O.C1C=CC([P]([Pd]([P](C2C=CC=CC=2)(C2C=CC=CC=2)C2C=CC=CC=2)([P](C2C=CC=CC=2)(C2C=CC=CC=2)C2C=CC=CC=2)[P](C2C=CC=CC=2)(C2C=CC=CC=2)C2C=CC=CC=2)(C2C=CC=CC=2)C2C=CC=CC=2)=CC=1. The product is [F:1][C:2]1[CH:3]=[C:4]([CH:15]=[C:16]([F:23])[C:17]=1[NH:18][S:19]([CH3:22])(=[O:21])=[O:20])[CH2:5][NH:6][C:7]([C:9]1[S:10][C:11]([C:29]2[CH:30]=[CH:31][C:26]([C:25]([F:36])([F:35])[F:24])=[CH:27][CH:28]=2)=[CH:12][CH:13]=1)=[O:8]. The yield is 0.780.